Dataset: Full USPTO retrosynthesis dataset with 1.9M reactions from patents (1976-2016). Task: Predict the reactants needed to synthesize the given product. (1) Given the product [Cl:1][C:2]1[C:9]([O:10][CH3:11])=[C:8]([O:12][CH3:13])[CH:7]=[CH:6][C:3]=1/[CH:4]=[CH:17]/[N+:14]([O-:16])=[O:15], predict the reactants needed to synthesize it. The reactants are: [Cl:1][C:2]1[C:9]([O:10][CH3:11])=[C:8]([O:12][CH3:13])[CH:7]=[CH:6][C:3]=1[CH:4]=O.[N+:14]([CH3:17])([O-:16])=[O:15].C([O-])(=O)C.[NH4+]. (2) Given the product [Cl:39][C:12]1[C:6]2[CH:5]=[N:4][C:3]([S:2][CH3:1])=[N:8][C:7]=2[C:9]([C:14]2[C:22]3[C:17](=[CH:18][C:19]([C:23]([F:26])([F:25])[F:24])=[CH:20][CH:21]=3)[N:16]([S:27]([C:30]3[CH:35]=[CH:34][C:33]([CH3:36])=[CH:32][CH:31]=3)(=[O:29])=[O:28])[CH:15]=2)=[CH:10][N:11]=1, predict the reactants needed to synthesize it. The reactants are: [CH3:1][S:2][C:3]1[N:4]=[CH:5][C:6]2[C:12](=O)[NH:11][CH:10]=[C:9]([C:14]3[C:22]4[C:17](=[CH:18][C:19]([C:23]([F:26])([F:25])[F:24])=[CH:20][CH:21]=4)[N:16]([S:27]([C:30]4[CH:35]=[CH:34][C:33]([CH3:36])=[CH:32][CH:31]=4)(=[O:29])=[O:28])[CH:15]=3)[C:7]=2[N:8]=1.P(Cl)(Cl)([Cl:39])=O. (3) Given the product [CH3:34][O:33][C:31]1[CH:32]=[C:27]2[C:28]([CH2:16][CH2:15][C:14](=[O:3])[N:26]2[CH3:17])=[CH:29][CH:30]=1, predict the reactants needed to synthesize it. The reactants are: C([O-])(=[O:3])C.[NH4+].CO[C@@H]1[C@@H](C(OC)=O)[C@@H]2[C@@H](CN3[C@H](C2)[C:17]2[NH:26][C:27]4[CH:32]=[C:31]([O:33][CH3:34])[CH:30]=[CH:29][C:28]=4[C:16]=2[CH2:15][CH2:14]3)C[C@H]1OC(C1C=C(OC)C(OC)=C(OC)C=1)=O. (4) The reactants are: CCN(CC)CC.[C:8]([O:16][CH2:17][C@@H:18]1[C@@H:22]([O:23][C:24](=[O:31])[C:25]2[CH:30]=[CH:29][CH:28]=[CH:27][CH:26]=2)[C@@:21]([Cl:33])([F:32])[CH:20]([OH:34])[O:19]1)(=[O:15])[C:9]1[CH:14]=[CH:13][CH:12]=[CH:11][CH:10]=1.[CH3:35][S:36](Cl)(=[O:38])=[O:37].Cl. Given the product [C:8]([O:16][CH2:17][C@@H:18]1[C@@H:22]([O:23][C:24](=[O:31])[C:25]2[CH:26]=[CH:27][CH:28]=[CH:29][CH:30]=2)[C@@:21]([Cl:33])([F:32])[CH:20]([O:34][S:36]([CH3:35])(=[O:38])=[O:37])[O:19]1)(=[O:15])[C:9]1[CH:10]=[CH:11][CH:12]=[CH:13][CH:14]=1, predict the reactants needed to synthesize it. (5) Given the product [Cl:10][C:6]1[CH:7]=[CH:8][CH:9]=[C:4]([Cl:3])[C:5]=1[C:11]1[C:15]([CH2:16][O:17][C:18]2[CH:23]=[CH:22][C:21]([C:24]3[CH:25]=[C:26]4[C:31](=[CH:32][CH:33]=3)[N:30]=[C:29]([C:34]([OH:36])=[O:35])[C:28]([CH3:39])=[CH:27]4)=[CH:20][CH:19]=2)=[C:14]([CH:40]([CH3:42])[CH3:41])[O:13][N:12]=1, predict the reactants needed to synthesize it. The reactants are: [OH-].[Na+].[Cl:3][C:4]1[CH:9]=[CH:8][CH:7]=[C:6]([Cl:10])[C:5]=1[C:11]1[C:15]([CH2:16][O:17][C:18]2[CH:23]=[CH:22][C:21]([C:24]3[CH:25]=[C:26]4[C:31](=[CH:32][CH:33]=3)[N:30]=[C:29]([C:34]([O:36]CC)=[O:35])[C:28]([CH3:39])=[CH:27]4)=[CH:20][CH:19]=2)=[C:14]([CH:40]([CH3:42])[CH3:41])[O:13][N:12]=1.Cl.O. (6) Given the product [Br:23][C:19]1[S:20][CH:21]=[C:17]([CH2:16][O:15][N:14]=[C:7]([C:6]2[N:2]([CH3:1])[N:3]=[N:4][N:5]=2)[C:8]2[CH:13]=[CH:12][CH:11]=[CH:10][CH:9]=2)[N:18]=1, predict the reactants needed to synthesize it. The reactants are: [CH3:1][N:2]1[C:6]([C:7](=[N:14][O:15][CH2:16][C:17]2[N:18]=[C:19](N)[S:20][CH:21]=2)[C:8]2[CH:13]=[CH:12][CH:11]=[CH:10][CH:9]=2)=[N:5][N:4]=[N:3]1.[Br-:23].[Na+].C(ON=O)(C)(C)C.